From a dataset of Reaction yield outcomes from USPTO patents with 853,638 reactions. Predict the reaction yield, written as a fraction of the theoretical maximum amount of product (1.0 means a 100% yield; for example, 0.34 means a 34% yield). (1) The reactants are N1C=CC=CC=1.C1COCC1.[OH:12][CH2:13][C:14](=[O:16])[CH3:15].[C:17](Cl)(=[O:24])[C:18]1[CH:23]=[CH:22][CH:21]=[CH:20][CH:19]=1. The catalyst is C(OCC)(=O)C. The product is [C:17]([O:12][CH2:13][C:14](=[O:16])[CH3:15])(=[O:24])[C:18]1[CH:23]=[CH:22][CH:21]=[CH:20][CH:19]=1. The yield is 0.878. (2) The reactants are P(=O)(O)(O)O.[N+]([O-])(O)=O.[C:10]([C:14]1[N:15]=[C:16](N)[S:17][CH:18]=1)([CH3:13])([CH3:12])[CH3:11].N([O-])=O.[Na+].[Na+].[Br-:25].[OH-].[K+]. The catalyst is O. The product is [Br:25][C:16]1[S:17][CH:18]=[C:14]([C:10]([CH3:13])([CH3:12])[CH3:11])[N:15]=1. The yield is 0.690. (3) The reactants are [N:1]([O-:3])=[O:2].[Na+].[Br:5][C:6]1[S:10][C:9](N)=[N:8][N:7]=1. The catalyst is O.Cl. The product is [Br:5][C:6]1[S:10][C:9]([N+:1]([O-:3])=[O:2])=[N:8][N:7]=1. The yield is 0.250. (4) The reactants are [F:1][C:2]1[C:11]2[O:10][CH2:9][CH:8]([NH:12][CH2:13][CH2:14][C:15]3[C:19]4[CH:20]=[CH:21][CH:22]=[C:23]([O:24][CH3:25])[C:18]=4[O:17][CH:16]=3)[CH2:7][C:6]=2[C:5]([C:26]([NH2:28])=[O:27])=[CH:4][CH:3]=1.[C:29](O)(=O)[CH3:30].C(=O)C.C([BH3-])#N.[Na+]. The catalyst is CO. The product is [CH2:29]([N:12]([CH2:13][CH2:14][C:15]1[C:19]2[CH:20]=[CH:21][CH:22]=[C:23]([O:24][CH3:25])[C:18]=2[O:17][CH:16]=1)[CH:8]1[CH2:7][C:6]2[C:5]([C:26]([NH2:28])=[O:27])=[CH:4][CH:3]=[C:2]([F:1])[C:11]=2[O:10][CH2:9]1)[CH3:30]. The yield is 0.870.